Task: Predict the product of the given reaction.. Dataset: Forward reaction prediction with 1.9M reactions from USPTO patents (1976-2016) Given the reactants [C:1]([N:4]1[CH2:11][C:10]2[CH:12]=[CH:13][C:14]([S:16][CH2:17][CH2:18][CH2:19][CH3:20])=[CH:15][C:9]=2[CH:8]=[CH:7][C:6]2[CH:21]=[CH:22][CH:23]=[CH:24][C:5]1=2)(=[O:3])[CH3:2].C1C=C(Cl)C=C(C(OO)=[O:33])C=1, predict the reaction product. The product is: [C:1]([N:4]1[CH2:11][C:10]2[CH:12]=[CH:13][C:14]([S:16]([CH2:17][CH2:18][CH2:19][CH3:20])=[O:33])=[CH:15][C:9]=2[CH:8]=[CH:7][C:6]2[CH:21]=[CH:22][CH:23]=[CH:24][C:5]1=2)(=[O:3])[CH3:2].